This data is from Reaction yield outcomes from USPTO patents with 853,638 reactions. The task is: Predict the reaction yield, written as a fraction of the theoretical maximum amount of product (1.0 means a 100% yield; for example, 0.34 means a 34% yield). (1) The product is [CH2:22]([O:6][N:1]1[CH:5]=[CH:4][CH:3]=[N:2]1)[C:19]1[CH:20]=[CH:21][CH:16]=[CH:17][CH:18]=1. The yield is 0.560. The reactants are [N:1]1([OH:6])[CH:5]=[CH:4][CH:3]=[N:2]1.CCN(C(C)C)C(C)C.[CH:16]1[CH:21]=[CH:20][C:19]([CH2:22]Br)=[CH:18][CH:17]=1. The catalyst is C(Cl)Cl. (2) The reactants are C(OC(=O)[NH:7][C:8]1([CH2:16][N:17]2[C:25]3[C:20](=[C:21]([C:26]4[N:30]=[C:29]([C:31]5[CH:36]=[CH:35][C:34]([O:37][CH2:38][CH2:39][CH3:40])=[C:33]([Cl:41])[CH:32]=5)[O:28][N:27]=4)[CH:22]=[CH:23][CH:24]=3)[CH:19]=[CH:18]2)[CH2:13][O:12]C(C)(C)[O:10][CH2:9]1)(C)(C)C.C(OC1C=C(C2ON=C(C3C=CC=C4C=3CCN4CC3(NC(=O)OC(C)(C)C)COC(C)(C)OC3)N=2)C=CC=1OCC)C. No catalyst specified. The product is [NH2:7][C:8]([CH2:16][N:17]1[C:25]2[C:20](=[C:21]([C:26]3[N:30]=[C:29]([C:31]4[CH:36]=[CH:35][C:34]([O:37][CH2:38][CH2:39][CH3:40])=[C:33]([Cl:41])[CH:32]=4)[O:28][N:27]=3)[CH:22]=[CH:23][CH:24]=2)[CH2:19][CH2:18]1)([CH2:9][OH:10])[CH2:13][OH:12]. The yield is 0.540. (3) The reactants are [C:1]1(C)[CH:6]=[CH:5][CH:4]=[CH:3][C:2]=1[C:7]1[N:11]([CH:12]2[CH2:17][CH2:16][CH2:15][CH2:14][O:13]2)[N:10]=[C:9]([NH2:18])[CH:8]=1.[O:20]1[CH2:25][CH2:24][CH2:23][CH2:22][CH:21]1[N:26]1[C:30]([C:31]2[CH:36]=[CH:35][C:34]([CH3:37])=[CH:33][CH:32]=2)=[CH:29][C:28]([C:38]([OH:40])=O)=[N:27]1.[I-].Cl[C:43]1C=CC=C[N+]=1C.CCN(C(C)C)C(C)C. The catalyst is C(Cl)Cl.O. The product is [O:20]1[CH2:25][CH2:24][CH2:23][CH2:22][CH:21]1[N:26]1[C:30]([C:31]2[CH:36]=[CH:35][C:34]([CH3:37])=[CH:33][CH:32]=2)=[CH:29][C:28]([C:38]([NH:18][C:9]2[CH:8]=[C:7]([C:2]3[CH:1]=[CH:6][C:5]([CH3:43])=[CH:4][CH:3]=3)[N:11]([CH:12]3[CH2:17][CH2:16][CH2:15][CH2:14][O:13]3)[N:10]=2)=[O:40])=[N:27]1. The yield is 0.430.